Dataset: Catalyst prediction with 721,799 reactions and 888 catalyst types from USPTO. Task: Predict which catalyst facilitates the given reaction. (1) Reactant: [H-].[Na+].[CH3:3][O:4][P:5]([CH2:9][C:10](=[O:12])[CH3:11])(=[O:8])[O:6][CH3:7].[CH2:13]([Li])[CH2:14][CH2:15][CH3:16].BrC1CC1. Product: [CH3:3][O:4][P:5]([CH2:9][C:10](=[O:12])[CH2:11][CH2:13][CH:14]1[CH2:16][CH2:15]1)(=[O:8])[O:6][CH3:7]. The catalyst class is: 214. (2) Reactant: [CH3:1][S:2][C:3]1[CH:8]=[CH:7][N:6]=[C:5]([C:9]2[CH:10]=[N:11][C:12]([N:15]3[C:23]4[C:18](=[CH:19][CH:20]=[C:21]([C:24]([O:26]C)=[O:25])[CH:22]=4)[C:17]4([CH2:29][CH2:28]4)[CH2:16]3)=[N:13][CH:14]=2)[CH:4]=1.[Li+].[OH-]. Product: [CH3:1][S:2][C:3]1[CH:8]=[CH:7][N:6]=[C:5]([C:9]2[CH:10]=[N:11][C:12]([N:15]3[C:23]4[C:18](=[CH:19][CH:20]=[C:21]([C:24]([OH:26])=[O:25])[CH:22]=4)[C:17]4([CH2:29][CH2:28]4)[CH2:16]3)=[N:13][CH:14]=2)[CH:4]=1. The catalyst class is: 87. (3) Reactant: Br[C:2]1[N:3]=[C:4]([C:22]([F:25])([F:24])[F:23])[N:5]2[CH:10]=[C:9]([C:11]3[CH:16]=[CH:15][C:14]([O:17][C:18]([F:21])([F:20])[F:19])=[CH:13][CH:12]=3)[CH:8]=[CH:7][C:6]=12.CC1C=CC=CC=1P(C1C=CC=CC=1C)C1C=CC=CC=1C.CCN(CC)CC.[C:55]([O:59][CH3:60])(=[O:58])[CH:56]=[CH2:57]. Product: [F:19][C:18]([F:20])([F:21])[O:17][C:14]1[CH:13]=[CH:12][C:11]([C:9]2[CH:8]=[CH:7][C:6]3[N:5]([C:4]([C:22]([F:25])([F:24])[F:23])=[N:3][C:2]=3/[CH:57]=[CH:56]/[C:55]([O:59][CH3:60])=[O:58])[CH:10]=2)=[CH:16][CH:15]=1. The catalyst class is: 3. (4) Reactant: CS(O[CH2:6][CH2:7][CH:8]1[CH2:13][CH2:12][N:11]([C:14]([O:16][C:17]([CH3:20])([CH3:19])[CH3:18])=[O:15])[CH2:10][CH2:9]1)(=O)=O.[C:21]([CH2:23][C:24]([O:26][CH2:27][CH3:28])=[O:25])#[N:22].[O-]CC.[Na+].S([O-])(=O)(=O)C.C(O)(=O)C. Product: [C:21]([CH:23]([C:24]([O:26][CH2:27][CH3:28])=[O:25])[CH2:6][CH2:7][CH:8]1[CH2:13][CH2:12][N:11]([C:14]([O:16][C:17]([CH3:20])([CH3:19])[CH3:18])=[O:15])[CH2:10][CH2:9]1)#[N:22]. The catalyst class is: 14. (5) Reactant: [Cl:1][C:2]1[CH:3]=[C:4]([C@@H:8]2[C@@H:13]([C:14]3[CH:19]=[CH:18][C:17]([Cl:20])=[CH:16][CH:15]=3)[N:12]([CH:21]([CH2:24][CH3:25])[CH2:22][CH3:23])[C:11](=[O:26])[C@:10]([CH2:28][C:29]([NH:31][NH:32][C:33]([NH2:35])=[O:34])=O)([CH3:27])[CH2:9]2)[CH:5]=[CH:6][CH:7]=1.Cl. Product: [Cl:1][C:2]1[CH:3]=[C:4]([C@@H:8]2[C@@H:13]([C:14]3[CH:19]=[CH:18][C:17]([Cl:20])=[CH:16][CH:15]=3)[N:12]([CH:21]([CH2:24][CH3:25])[CH2:22][CH3:23])[C:11](=[O:26])[C@@:10]([CH3:27])([CH2:28][C:29]3[NH:35][C:33](=[O:34])[NH:32][N:31]=3)[CH2:9]2)[CH:5]=[CH:6][CH:7]=1. The catalyst class is: 74. (6) Reactant: [NH2:1][C@@H:2]([CH2:16][CH3:17])[C:3]([N:5]([CH2:9][C:10]1[CH:15]=[CH:14][CH:13]=[CH:12][CH:11]=1)[CH2:6][CH2:7]O)=[O:4].C1(P(C2C=CC=CC=2)C2C=CC=CC=2)C=CC=CC=1. Product: [CH2:9]([N:5]1[CH2:6][CH2:7][NH:1][C@@H:2]([CH2:16][CH3:17])[C:3]1=[O:4])[C:10]1[CH:15]=[CH:14][CH:13]=[CH:12][CH:11]=1. The catalyst class is: 1. (7) Reactant: [NH2:1][CH2:2][C:3]1([CH3:19])[CH2:18][CH2:17][CH2:16][C:5]2([O:9][C:8](=[O:10])[N:7]([CH2:11][C:12]([CH3:15])([CH3:14])[CH3:13])[CH2:6]2)[CH2:4]1.[Cl:20][C:21]1[CH:26]=[CH:25][C:24]([N+:27]([O-:29])=[O:28])=[C:23](F)[CH:22]=1.C(=O)([O-])[O-].[K+].[K+]. Product: [Cl:20][C:21]1[CH:22]=[CH:23][C:24]([N+:27]([O-:29])=[O:28])=[C:25]([NH:1][CH2:2][C:3]2([CH3:19])[CH2:18][CH2:17][CH2:16][C:5]3([O:9][C:8](=[O:10])[N:7]([CH2:11][C:12]([CH3:14])([CH3:15])[CH3:13])[CH2:6]3)[CH2:4]2)[CH:26]=1. The catalyst class is: 23.